From a dataset of Forward reaction prediction with 1.9M reactions from USPTO patents (1976-2016). Predict the product of the given reaction. (1) Given the reactants [F:1][C:2]1[C:7]([C:8]([F:11])([F:10])[F:9])=[CH:6][CH:5]=[CH:4][C:3]=1[N:12]1[CH2:17][CH2:16][NH:15][CH2:14][CH2:13]1.C(=O)([O-])[O-].[K+].[K+].I[CH2:25][CH2:26][CH3:27].Cl, predict the reaction product. The product is: [F:1][C:2]1[C:7]([C:8]([F:9])([F:10])[F:11])=[CH:6][CH:5]=[CH:4][C:3]=1[N:12]1[CH2:13][CH2:14][N:15]([CH2:25][CH2:26][CH3:27])[CH2:16][CH2:17]1. (2) The product is: [C:18]([O:22][C:23]([N:25]1[CH2:30][CH2:29][C:28](=[CH:3][C:1]#[N:2])[CH2:27][CH2:26]1)=[O:24])([CH3:21])([CH3:20])[CH3:19]. Given the reactants [C:1]([CH2:3]P(=O)(OCC)OCC)#[N:2].C(=O)([O-])[O-].[K+].[K+].[C:18]([O:22][C:23]([N:25]1[CH2:30][CH2:29][C:28](=O)[CH2:27][CH2:26]1)=[O:24])([CH3:21])([CH3:20])[CH3:19], predict the reaction product. (3) Given the reactants [OH:1][CH2:2][CH2:3][C:4]1[N:8]([CH2:9][C:10]2[CH:17]=[CH:16][C:13]([C:14]#[N:15])=[CH:12][C:11]=2[N+:18]([O-:20])=[O:19])[CH:7]=[N:6][CH:5]=1.CCN(CC)CC.[CH3:28][S:29](Cl)(=[O:31])=[O:30], predict the reaction product. The product is: [C:14]([C:13]1[CH:16]=[CH:17][C:10]([CH2:9][N:8]2[C:4]([CH2:3][CH2:2][O:1][S:29]([CH3:28])(=[O:31])=[O:30])=[CH:5][N:6]=[CH:7]2)=[C:11]([N+:18]([O-:20])=[O:19])[CH:12]=1)#[N:15]. (4) Given the reactants [ClH:1].[F:2][C:3]1[CH:4]=[C:5]([C:10]2[C:18]3[C:13](=[CH:14][C:15]([O:19][CH2:20][CH2:21][N:22]4[CH2:27][CH2:26][N:25]([S:28]([CH3:31])(=[O:30])=[O:29])[CH2:24][CH2:23]4)=[CH:16][CH:17]=3)[C:12](=[O:32])[C:11]=2C2C=NC3C(C=2)=CC=CC=3)[CH:6]=[C:7]([F:9])[CH:8]=1.O1CCN(CCOC2C=C3C(C(C4C=CC=CC=4)=C(Br)C3=O)=CC=2)CC1.[F:69][C:70]1[CH:71]=[C:72](B(O)O)[CH:73]=[CH:74][C:75]=1[O:76][CH3:77], predict the reaction product. The product is: [ClH:1].[F:69][C:70]1[CH:71]=[C:72]([C:11]2[C:12](=[O:32])[C:13]3[C:18]([C:10]=2[C:5]2[CH:6]=[C:7]([F:9])[CH:8]=[C:3]([F:2])[CH:4]=2)=[CH:17][CH:16]=[C:15]([O:19][CH2:20][CH2:21][N:22]2[CH2:23][CH2:24][N:25]([S:28]([CH3:31])(=[O:30])=[O:29])[CH2:26][CH2:27]2)[CH:14]=3)[CH:73]=[CH:74][C:75]=1[O:76][CH3:77]. (5) Given the reactants Br[C:2]1[CH:3]=[CH:4][C:5]2[C:11]3[S:12][C:13]([C:15]([N:17]([C:19]4[CH:24]=[CH:23][CH:22]=[CH:21][C:20]=4[Cl:25])[CH3:18])=[O:16])=[CH:14][C:10]=3[CH2:9][CH2:8][O:7][C:6]=2[CH:26]=1.[C:27]([Cu])#[N:28], predict the reaction product. The product is: [Cl:25][C:20]1[CH:21]=[CH:22][CH:23]=[CH:24][C:19]=1[N:17]([CH3:18])[C:15]([C:13]1[S:12][C:11]2[C:5]3[CH:4]=[CH:3][C:2]([C:27]#[N:28])=[CH:26][C:6]=3[O:7][CH2:8][CH2:9][C:10]=2[CH:14]=1)=[O:16]. (6) Given the reactants [CH:1]([C:3]1[CH:8]=[CH:7][C:6]([B:9]([O-:17])[O:10]C(C(C)(C)C)C)=[CH:5][CH:4]=1)=[O:2], predict the reaction product. The product is: [OH:2][CH2:1][C:3]1[CH:4]=[CH:5][C:6]([B:9]([OH:17])[OH:10])=[CH:7][CH:8]=1.